Dataset: Forward reaction prediction with 1.9M reactions from USPTO patents (1976-2016). Task: Predict the product of the given reaction. Given the reactants [F:1][C:2]1[CH:7]=[CH:6][C:5]([C:8]2([C:18]([NH2:20])=O)[C:12]3[CH:13]=[CH:14][CH:15]=[CH:16][C:11]=3[C:10](=[O:17])[O:9]2)=[CH:4][CH:3]=1.[NH2:21][CH2:22][CH2:23][CH2:24]N.C1(C)C=CC=CC=1, predict the reaction product. The product is: [F:1][C:2]1[CH:3]=[CH:4][C:5]([C:8]2([OH:9])[C:12]3[CH:13]=[CH:14][CH:15]=[CH:16][C:11]=3[C:10](=[O:17])[N:20]3[CH2:24][CH2:23][CH2:22][N:21]=[C:18]23)=[CH:6][CH:7]=1.